From a dataset of Reaction yield outcomes from USPTO patents with 853,638 reactions. Predict the reaction yield, written as a fraction of the theoretical maximum amount of product (1.0 means a 100% yield; for example, 0.34 means a 34% yield). (1) The reactants are C([O:3][C:4](=[O:14])[CH:5]([C:8]1[CH:9]=[N:10][CH:11]=[CH:12][CH:13]=1)[CH2:6][CH3:7])C. The catalyst is Cl. The product is [N:10]1[CH:11]=[CH:12][CH:13]=[C:8]([CH:5]([CH2:6][CH3:7])[C:4]([OH:14])=[O:3])[CH:9]=1. The yield is 0.500. (2) The reactants are [CH3:1][N:2]1[CH2:6][CH2:5][CH2:4][CH:3]1[C:7]1[CH:24]=[CH:23][C:10](/[CH:11]=[N:12]/[C:13]2[CH:21]=[CH:20][CH:19]=[C:18]3[C:14]=2[CH2:15][O:16][C:17]3=[O:22])=[CH:9][CH:8]=1.[F:25][C:26]1[CH:31]=[CH:30][C:29]([CH:32]=O)=[CH:28][CH:27]=1.[CH3:34][CH2:35][O-:36].[Na+]. The catalyst is C(OCC)(=O)CC.CCO. The product is [F:25][C:26]1[CH:31]=[CH:30][C:29]([CH:32]2[C:35](=[O:36])[C:34]3[C:18]([C:17]([O:16][CH2:15][CH3:14])=[O:22])=[CH:19][CH:20]=[CH:21][C:13]=3[NH:12][CH:11]2[C:10]2[CH:23]=[CH:24][C:7]([CH:3]3[CH2:4][CH2:5][CH2:6][N:2]3[CH3:1])=[CH:8][CH:9]=2)=[CH:28][CH:27]=1. The yield is 0.420. (3) The reactants are C([O:3][C:4](=O)[CH2:5][C:6]1([NH2:10])[CH2:9][O:8][CH2:7]1)C.[OH-].[NH4+:13].O. The catalyst is C1(C)C=CC=CC=1. The product is [NH2:10][C:6]1([CH2:5][C:4]([NH2:13])=[O:3])[CH2:9][O:8][CH2:7]1. The yield is 0.890. (4) The reactants are [OH:1][CH:2]([CH3:6])[C:3]([OH:5])=[O:4].S(=O)(=O)(O)O.[C:12](O)(=[O:14])[CH3:13]. The catalyst is C1(C)C=CC=CC=1. The product is [C:12]([O:1][CH:2]([CH3:6])[C:3]([OH:5])=[O:4])(=[O:14])[CH3:13]. The yield is 0.920. (5) The reactants are C(N(C(C)C)CC)(C)C.FC(F)(F)C(O)=O.[CH3:17][O:18][C:19](=[O:38])[CH2:20][C:21]1[CH:30]=[C:29]([CH:31]2[CH2:36][CH2:35][NH:34][CH2:33][CH2:32]2)[C:28]2[C:23](=[CH:24][CH:25]=[C:26]([F:37])[CH:27]=2)[CH:22]=1.[Cl:39][C:40]1[CH:45]=[CH:44][C:43]([Cl:46])=[CH:42][C:41]=1[S:47](Cl)(=[O:49])=[O:48]. The catalyst is O1CCCC1. The product is [CH3:17][O:18][C:19](=[O:38])[CH2:20][C:21]1[CH:30]=[C:29]([CH:31]2[CH2:36][CH2:35][N:34]([S:47]([C:41]3[CH:42]=[C:43]([Cl:46])[CH:44]=[CH:45][C:40]=3[Cl:39])(=[O:49])=[O:48])[CH2:33][CH2:32]2)[C:28]2[C:23](=[CH:24][CH:25]=[C:26]([F:37])[CH:27]=2)[CH:22]=1. The yield is 0.680.